Dataset: NCI-60 drug combinations with 297,098 pairs across 59 cell lines. Task: Regression. Given two drug SMILES strings and cell line genomic features, predict the synergy score measuring deviation from expected non-interaction effect. (1) Drug 1: C1=CN(C(=O)N=C1N)C2C(C(C(O2)CO)O)O.Cl. Drug 2: C1C(C(OC1N2C=NC3=C(N=C(N=C32)Cl)N)CO)O. Cell line: HT29. Synergy scores: CSS=23.0, Synergy_ZIP=-6.31, Synergy_Bliss=6.15, Synergy_Loewe=-2.44, Synergy_HSA=1.48. (2) Synergy scores: CSS=42.0, Synergy_ZIP=-0.707, Synergy_Bliss=-1.79, Synergy_Loewe=-6.13, Synergy_HSA=-6.03. Drug 2: B(C(CC(C)C)NC(=O)C(CC1=CC=CC=C1)NC(=O)C2=NC=CN=C2)(O)O. Drug 1: CCN(CC)CCNC(=O)C1=C(NC(=C1C)C=C2C3=C(C=CC(=C3)F)NC2=O)C. Cell line: EKVX. (3) Drug 1: CNC(=O)C1=NC=CC(=C1)OC2=CC=C(C=C2)NC(=O)NC3=CC(=C(C=C3)Cl)C(F)(F)F. Drug 2: B(C(CC(C)C)NC(=O)C(CC1=CC=CC=C1)NC(=O)C2=NC=CN=C2)(O)O. Cell line: BT-549. Synergy scores: CSS=47.8, Synergy_ZIP=7.41, Synergy_Bliss=5.24, Synergy_Loewe=-74.3, Synergy_HSA=-7.33. (4) Drug 1: C1CCC(C1)C(CC#N)N2C=C(C=N2)C3=C4C=CNC4=NC=N3. Drug 2: CC12CCC3C(C1CCC2OP(=O)(O)O)CCC4=C3C=CC(=C4)OC(=O)N(CCCl)CCCl.[Na+]. Cell line: SK-MEL-28. Synergy scores: CSS=-3.58, Synergy_ZIP=-1.02, Synergy_Bliss=-4.17, Synergy_Loewe=-8.28, Synergy_HSA=-8.42. (5) Drug 1: CC1C(C(CC(O1)OC2CC(CC3=C2C(=C4C(=C3O)C(=O)C5=C(C4=O)C(=CC=C5)OC)O)(C(=O)CO)O)N)O.Cl. Drug 2: C1=CC(=CC=C1CCC2=CNC3=C2C(=O)NC(=N3)N)C(=O)NC(CCC(=O)O)C(=O)O. Cell line: MOLT-4. Synergy scores: CSS=53.0, Synergy_ZIP=-1.40, Synergy_Bliss=-2.43, Synergy_Loewe=-0.519, Synergy_HSA=1.37. (6) Drug 1: CCC1=CC2CC(C3=C(CN(C2)C1)C4=CC=CC=C4N3)(C5=C(C=C6C(=C5)C78CCN9C7C(C=CC9)(C(C(C8N6C)(C(=O)OC)O)OC(=O)C)CC)OC)C(=O)OC.C(C(C(=O)O)O)(C(=O)O)O. Drug 2: CN1C2=C(C=C(C=C2)N(CCCl)CCCl)N=C1CCCC(=O)O.Cl. Cell line: SN12C. Synergy scores: CSS=26.0, Synergy_ZIP=-10.1, Synergy_Bliss=-6.78, Synergy_Loewe=-68.1, Synergy_HSA=-7.49. (7) Drug 1: CC1C(C(CC(O1)OC2CC(CC3=C2C(=C4C(=C3O)C(=O)C5=C(C4=O)C(=CC=C5)OC)O)(C(=O)CO)O)N)O.Cl. Drug 2: COC1=C2C(=CC3=C1OC=C3)C=CC(=O)O2. Cell line: COLO 205. Synergy scores: CSS=8.22, Synergy_ZIP=-1.10, Synergy_Bliss=0.689, Synergy_Loewe=-5.61, Synergy_HSA=-0.855.